Dataset: Peptide-MHC class I binding affinity with 185,985 pairs from IEDB/IMGT. Task: Regression. Given a peptide amino acid sequence and an MHC pseudo amino acid sequence, predict their binding affinity value. This is MHC class I binding data. (1) The peptide sequence is HPKRTERAG. The MHC is HLA-B08:01 with pseudo-sequence HLA-B08:01. The binding affinity (normalized) is 0.0847. (2) The peptide sequence is EIKSLFNTI. The MHC is HLA-A26:01 with pseudo-sequence HLA-A26:01. The binding affinity (normalized) is 0.0847. (3) The peptide sequence is QQSEARRML. The MHC is HLA-A30:01 with pseudo-sequence HLA-A30:01. The binding affinity (normalized) is 0.0742. (4) The peptide sequence is APINSATAM. The MHC is HLA-B07:02 with pseudo-sequence HLA-B07:02. The binding affinity (normalized) is 0.683. (5) The peptide sequence is FLKEQGGL. The MHC is HLA-B35:03 with pseudo-sequence HLA-B35:03. The binding affinity (normalized) is 0. (6) The binding affinity (normalized) is 0. The peptide sequence is NMSCDDVV. The MHC is H-2-Kb with pseudo-sequence H-2-Kb. (7) The peptide sequence is QPQQLPQF. The MHC is HLA-B54:01 with pseudo-sequence HLA-B54:01. The binding affinity (normalized) is 0. (8) The peptide sequence is FSKSRSTLMY. The MHC is HLA-A29:02 with pseudo-sequence HLA-A29:02. The binding affinity (normalized) is 0.463. (9) The peptide sequence is NMTSRMLLNR. The MHC is HLA-A68:01 with pseudo-sequence HLA-A68:01. The binding affinity (normalized) is 0.431. (10) The peptide sequence is YTGAMTSKF. The MHC is HLA-A11:01 with pseudo-sequence HLA-A11:01. The binding affinity (normalized) is 0.213.